This data is from TCR-epitope binding with 47,182 pairs between 192 epitopes and 23,139 TCRs. The task is: Binary Classification. Given a T-cell receptor sequence (or CDR3 region) and an epitope sequence, predict whether binding occurs between them. The epitope is LLWNGPMAV. The TCR CDR3 sequence is CASAPGGSYEQYF. Result: 1 (the TCR binds to the epitope).